From a dataset of Reaction yield outcomes from USPTO patents with 853,638 reactions. Predict the reaction yield, written as a fraction of the theoretical maximum amount of product (1.0 means a 100% yield; for example, 0.34 means a 34% yield). (1) The reactants are [CH3:1][C:2]1[NH:3][C:4](=O)[C:5]2[CH:10]=[C:9]([CH3:11])[S:8][C:6]=2[N:7]=1.P(Cl)(Cl)([Cl:15])=O. No catalyst specified. The product is [Cl:15][C:4]1[C:5]2[CH:10]=[C:9]([CH3:11])[S:8][C:6]=2[N:7]=[C:2]([CH3:1])[N:3]=1. The yield is 1.00. (2) The reactants are [N:1]1[C:10]2[C:5](=[CH:6][CH:7]=[CH:8][CH:9]=2)[CH:4]=[N:3][CH:2]=1.[O:11]([C:18]1[CH:24]=[CH:23][C:21]([NH2:22])=[CH:20][CH:19]=1)[C:12]1[CH:17]=[CH:16][CH:15]=[CH:14][CH:13]=1.[C:25]1(O)[CH:30]=[CH:29][CH:28]=CC=1. No catalyst specified. The product is [CH:28]1([C:7]2[CH:6]=[C:5]3[C:10](=[CH:9][CH:8]=2)[N:1]=[CH:2][N:3]=[C:4]3[NH:22][C:21]2[CH:20]=[CH:19][C:18]([O:11][C:12]3[CH:13]=[CH:14][CH:15]=[CH:16][CH:17]=3)=[CH:24][CH:23]=2)[CH2:29][CH2:30][CH2:25]1. The yield is 0.300. (3) The reactants are [Cl:1][C:2]1[CH:36]=[CH:35][C:5]([CH2:6][CH2:7][N:8]2[CH2:13][CH2:12][N:11]([C:14]3[CH:19]=[CH:18][C:17]4[C:20]5[CH2:25][CH2:24][N:23](C(OC(C)(C)C)=O)[CH2:22][C:21]=5[S:33][C:16]=4[CH:15]=3)[C:10](=[O:34])[CH2:9]2)=[CH:4][CH:3]=1.Cl. No catalyst specified. The product is [ClH:1].[Cl:1][C:2]1[CH:36]=[CH:35][C:5]([CH2:6][CH2:7][N:8]2[CH2:13][CH2:12][N:11]([C:14]3[CH:19]=[CH:18][C:17]4[C:20]5[CH2:25][CH2:24][NH:23][CH2:22][C:21]=5[S:33][C:16]=4[CH:15]=3)[C:10](=[O:34])[CH2:9]2)=[CH:4][CH:3]=1. The yield is 0.820. (4) The reactants are [NH2:1][C:2]1[CH:7]=[CH:6][C:5]([S:8][C:9]2[N:14]=[C:13]([NH:15][C:16]3[S:17][C:18]([C:21]#[N:22])=[CH:19][N:20]=3)[CH:12]=[C:11]([N:23]3[CH2:28][CH2:27][N:26]([CH3:29])[CH2:25][CH2:24]3)[N:10]=2)=[CH:4][CH:3]=1.C(N(CC)CC)C.[C:37](Cl)(=[O:40])[CH:38]=[CH2:39]. The catalyst is O1CCCC1. The product is [C:21]([C:18]1[S:17][C:16]([NH:15][C:13]2[CH:12]=[C:11]([N:23]3[CH2:24][CH2:25][N:26]([CH3:29])[CH2:27][CH2:28]3)[N:10]=[C:9]([S:8][C:5]3[CH:4]=[CH:3][C:2]([NH:1][C:37](=[O:40])[CH:38]=[CH2:39])=[CH:7][CH:6]=3)[N:14]=2)=[N:20][CH:19]=1)#[N:22]. The yield is 0.0600. (5) The reactants are [CH2:1]([O:8][C:9](=[O:19])[NH:10][C:11]1[CH:16]=[CH:15][C:14]([F:17])=[CH:13][C:12]=1[F:18])[C:2]1[CH:7]=[CH:6][CH:5]=[CH:4][CH:3]=1.[O:20]1CCC[CH2:21]1.C([Li])CCC.CN(C)C=O. The catalyst is O. The product is [CH2:1]([O:8][C:9](=[O:19])[NH:10][C:11]1[CH:16]=[CH:15][C:14]([F:17])=[C:13]([CH:21]=[O:20])[C:12]=1[F:18])[C:2]1[CH:3]=[CH:4][CH:5]=[CH:6][CH:7]=1. The yield is 0.710. (6) The reactants are [Cl:1][C:2]1[CH:3]=[C:4]([CH:8]([OH:19])[CH2:9][O:10][C:11]2[CH:18]=[CH:17][C:14]([CH:15]=O)=[CH:13][CH:12]=2)[CH:5]=[CH:6][CH:7]=1.[S:20]1[CH2:24][C:23](=[O:25])[NH:22][C:21]1=[O:26].N1CCCCC1. The catalyst is CCO. The product is [Cl:1][C:2]1[CH:3]=[C:4]([CH:8]([OH:19])[CH2:9][O:10][C:11]2[CH:18]=[CH:17][C:14]([CH:15]=[C:24]3[S:20][C:21](=[O:26])[NH:22][C:23]3=[O:25])=[CH:13][CH:12]=2)[CH:5]=[CH:6][CH:7]=1. The yield is 0.890. (7) The reactants are [Cl:1][C:2]1[C:7]([F:8])=[C:6]([N+:9]([O-])=O)[CH:5]=[CH:4][C:3]=1[OH:12].CO.[NH4+].[Cl-]. The catalyst is [Zn].C1COCC1. The product is [NH2:9][C:6]1[CH:5]=[CH:4][C:3]([OH:12])=[C:2]([Cl:1])[C:7]=1[F:8]. The yield is 0.760. (8) The reactants are [O:1]([C:8]1[CH:27]=[CH:26][C:11]([O:12][C:13]2[CH:18]=[CH:17][N:16]=[CH:15][C:14]=2[C:19]2[CH:20]=[C:21]([CH:23]=[CH:24][CH:25]=2)[NH2:22])=[CH:10][CH:9]=1)[C:2]1[CH:7]=[CH:6][CH:5]=[CH:4][CH:3]=1.[C:28](O)(=[O:32])[C:29]([CH3:31])=[CH2:30]. No catalyst specified. The product is [O:1]([C:8]1[CH:9]=[CH:10][C:11]([O:12][C:13]2[CH:18]=[CH:17][N:16]=[CH:15][C:14]=2[C:19]2[CH:20]=[C:21]([NH:22][C:28](=[O:32])[C:29]([CH3:31])=[CH2:30])[CH:23]=[CH:24][CH:25]=2)=[CH:26][CH:27]=1)[C:2]1[CH:7]=[CH:6][CH:5]=[CH:4][CH:3]=1. The yield is 0.560.